From a dataset of Reaction yield outcomes from USPTO patents with 853,638 reactions. Predict the reaction yield, written as a fraction of the theoretical maximum amount of product (1.0 means a 100% yield; for example, 0.34 means a 34% yield). (1) The reactants are [CH2:1]([C:3]1[CH:7]=[C:6]([C:8]([OH:10])=O)[N:5]([CH3:11])[N:4]=1)[CH3:2].CN(C)C=O.C(Cl)(=O)C(Cl)=O.[NH2:23][C:24]1[CH:25]=[C:26]([CH:44]=[CH:45][C:46]=1[F:47])[O:27][C:28]1[CH:29]=[CH:30][C:31]2[N:32]([CH:34]=[C:35]([NH:37][C:38]([CH:40]3[CH2:42][CH:41]3[CH3:43])=[O:39])[N:36]=2)[N:33]=1.C(=O)([O-])O.[Na+]. The catalyst is O1CCCC1.CN(C)C(=O)C. The product is [CH2:1]([C:3]1[CH:7]=[C:6]([C:8]([NH:23][C:24]2[CH:25]=[C:26]([O:27][C:28]3[CH:29]=[CH:30][C:31]4[N:32]([CH:34]=[C:35]([NH:37][C:38]([CH:40]5[CH2:42][CH:41]5[CH3:43])=[O:39])[N:36]=4)[N:33]=3)[CH:44]=[CH:45][C:46]=2[F:47])=[O:10])[N:5]([CH3:11])[N:4]=1)[CH3:2]. The yield is 0.570. (2) The reactants are [H-].[Na+].[N:3]1([CH2:8][CH2:9][CH2:10][CH2:11][C:12]2[CH:17]=[CH:16][C:15]([OH:18])=[CH:14][CH:13]=2)[CH:7]=[CH:6][N:5]=[N:4]1.Cl[CH2:20][C:21]1[CH:26]=[CH:25][CH:24]=[C:23]([C:27]2[CH:32]=[CH:31][C:30]([C:33]([F:36])([F:35])[F:34])=[CH:29][CH:28]=2)[N:22]=1.O. The catalyst is CN(C)C=O. The product is [N:3]1([CH2:8][CH2:9][CH2:10][CH2:11][C:12]2[CH:13]=[CH:14][C:15]([O:18][CH2:20][C:21]3[CH:26]=[CH:25][CH:24]=[C:23]([C:27]4[CH:32]=[CH:31][C:30]([C:33]([F:35])([F:34])[F:36])=[CH:29][CH:28]=4)[N:22]=3)=[CH:16][CH:17]=2)[CH:7]=[CH:6][N:5]=[N:4]1. The yield is 0.600. (3) The reactants are O1[C:5]2([CH2:10][CH2:9][N:8]([C@@H:11]3[CH2:16][CH2:15][CH2:14][CH2:13][C@H:12]3[OH:17])[CH2:7][CH2:6]2)[O:4]CC1.Cl.O.[OH-].[Na+]. The catalyst is O1CCOCC1. The product is [OH:17][C@@H:12]1[CH2:13][CH2:14][CH2:15][CH2:16][C@H:11]1[N:8]1[CH2:9][CH2:10][C:5](=[O:4])[CH2:6][CH2:7]1. The yield is 0.680.